From a dataset of Reaction yield outcomes from USPTO patents with 853,638 reactions. Predict the reaction yield, written as a fraction of the theoretical maximum amount of product (1.0 means a 100% yield; for example, 0.34 means a 34% yield). (1) The reactants are [CH3:1][C:2]1[CH:7]=[C:6]([CH3:8])[N:5]=[C:4]2[S:9][N:10]([CH2:13][C:14]([O:16]C)=[O:15])[C:11](=[O:12])[C:3]=12. The catalyst is Cl.O. The product is [CH3:1][C:2]1[CH:7]=[C:6]([CH3:8])[N:5]=[C:4]2[S:9][N:10]([CH2:13][C:14]([OH:16])=[O:15])[C:11](=[O:12])[C:3]=12. The yield is 1.00. (2) The reactants are [Cl-].O[NH3+:3].[C:4](=[O:7])([O-])[OH:5].[Na+].CS(C)=O.[Si]([O:20][CH:21]([CH:52]1[CH2:57][CH2:56][CH2:55][CH2:54][CH2:53]1)[CH2:22][N:23]1[C:28](=[O:29])[C:27]([CH2:30][C:31]2[CH:36]=[CH:35][C:34]([C:37]3[C:38]([C:43]#[N:44])=[CH:39][CH:40]=[CH:41][CH:42]=3)=[CH:33][CH:32]=2)=[C:26]([CH2:45][CH2:46][CH3:47])[N:25]2[N:48]=[C:49]([CH3:51])[N:50]=[C:24]12)(C(C)(C)C)(C)C. The catalyst is O.C(OCC)(=O)C. The product is [CH:52]1([CH:21]([OH:20])[CH2:22][N:23]2[C:28](=[O:29])[C:27]([CH2:30][C:31]3[CH:32]=[CH:33][C:34]([C:37]4[CH:42]=[CH:41][CH:40]=[CH:39][C:38]=4[C:43]4[NH:44][C:4](=[O:7])[O:5][N:3]=4)=[CH:35][CH:36]=3)=[C:26]([CH2:45][CH2:46][CH3:47])[N:25]3[N:48]=[C:49]([CH3:51])[N:50]=[C:24]23)[CH2:57][CH2:56][CH2:55][CH2:54][CH2:53]1. The yield is 0.860. (3) The reactants are O=P(Cl)(Cl)Cl.[C:6]1([N:12]([C:19]2[CH:24]=[CH:23][CH:22]=[CH:21][CH:20]=2)[C:13]2[CH:18]=[CH:17][CH:16]=[CH:15][CH:14]=2)[CH:11]=[CH:10][CH:9]=[CH:8][CH:7]=1.O.O.O.[C:28]([O-])(=[O:30])C.[Na+]. The catalyst is CC(C)=O. The product is [C:19]1([N:12]([C:6]2[CH:7]=[CH:8][CH:9]=[CH:10][CH:11]=2)[C:13]2[CH:18]=[CH:17][C:16]([CH:28]=[O:30])=[CH:15][CH:14]=2)[CH:20]=[CH:21][CH:22]=[CH:23][CH:24]=1. The yield is 0.730. (4) The reactants are Cl[C:2]1[O:3][CH:4]=[C:5]([C:7]([N:9]2[CH2:14][CH2:13][N:12]([C:15]([O:17][C:18]([CH3:21])([CH3:20])[CH3:19])=[O:16])[CH2:11][CH:10]2[CH2:22][O:23][C:24]2[CH:25]=[N:26][CH:27]=[CH:28][CH:29]=2)=[O:8])[N:6]=1.[NH:30]1[CH2:35][CH2:34][O:33][CH2:32][CH2:31]1.C(=O)([O-])[O-].[K+].[K+]. The catalyst is C1COCC1. The product is [O:33]1[CH2:34][CH2:35][N:30]([C:2]2[O:3][CH:4]=[C:5]([C:7]([N:9]3[CH2:14][CH2:13][N:12]([C:15]([O:17][C:18]([CH3:21])([CH3:20])[CH3:19])=[O:16])[CH2:11][CH:10]3[CH2:22][O:23][C:24]3[CH:25]=[N:26][CH:27]=[CH:28][CH:29]=3)=[O:8])[N:6]=2)[CH2:31][CH2:32]1. The yield is 1.00. (5) The reactants are Br[C:2]1[S:15][C:5]2[C:6]3[N:14]=[CH:13][CH:12]=[CH:11][C:7]=3[O:8][CH2:9][CH2:10][C:4]=2[CH:3]=1.[NH2:16][C:17]1[CH:22]=[CH:21][C:20](B(O)O)=[CH:19][N:18]=1.C(#N)C. The catalyst is C(=O)([O-])[O-].[Na+].[Na+].O.Cl[Pd](Cl)([P](C1C=CC=CC=1)(C1C=CC=CC=1)C1C=CC=CC=1)[P](C1C=CC=CC=1)(C1C=CC=CC=1)C1C=CC=CC=1. The product is [N:14]1[C:6]2[C:5]3[S:15][C:2]([C:20]4[CH:21]=[CH:22][C:17]([NH2:16])=[N:18][CH:19]=4)=[CH:3][C:4]=3[CH2:10][CH2:9][O:8][C:7]=2[CH:11]=[CH:12][CH:13]=1. The yield is 0.360.